From a dataset of Forward reaction prediction with 1.9M reactions from USPTO patents (1976-2016). Predict the product of the given reaction. (1) Given the reactants [CH2:1]([CH:6]1[CH2:9][C:8](=O)[CH2:7]1)[CH2:2][CH2:3][CH2:4][CH3:5].[CH2:11]([C:13]1[CH:18]=[CH:17][CH:16]=[CH:15][C:14]=1[OH:19])[CH3:12].S(=O)(=O)(O)O, predict the reaction product. The product is: [CH2:4]([C:3]1[CH:2]=[C:1]([C:6]2([C:17]3[CH:16]=[CH:15][C:14]([OH:19])=[C:13]([CH2:11][CH3:12])[CH:18]=3)[CH2:9][CH:8]([CH2:12][CH2:11][CH2:13][CH2:18][CH3:17])[CH2:7]2)[CH:16]=[CH:15][C:14]=1[OH:19])[CH3:5]. (2) The product is: [CH3:27][N:28]([CH3:36])[C:29]1[CH:30]=[C:31]([NH:32][C:5]2[N:10]=[C:9]3[N:11]([CH3:26])[C:12](=[O:25])[N:13]([C:15]4[CH:20]=[C:19]([N+:21]([O-:23])=[O:22])[CH:18]=[CH:17][C:16]=4[CH3:24])[CH2:14][C:8]3=[CH:7][N:6]=2)[CH:33]=[CH:34][CH:35]=1. Given the reactants CS([C:5]1[N:10]=[C:9]2[N:11]([CH3:26])[C:12](=[O:25])[N:13]([C:15]3[CH:20]=[C:19]([N+:21]([O-:23])=[O:22])[CH:18]=[CH:17][C:16]=3[CH3:24])[CH2:14][C:8]2=[CH:7][N:6]=1)(=O)=O.[CH3:27][N:28]([CH3:36])[C:29]1[CH:30]=[C:31]([CH:33]=[CH:34][CH:35]=1)[NH2:32], predict the reaction product. (3) Given the reactants [CH2:1]([C:5]1([CH2:38][CH2:39][CH2:40][CH3:41])[CH2:11][N:10]([C:12]2[CH:28]=[CH:27][C:15]([O:16][CH2:17][CH2:18][O:19][CH2:20][CH2:21][O:22][CH2:23][CH2:24][O:25][I:26])=[CH:14][CH:13]=2)[C:9]2[CH:29]=[C:30]([N:33]([CH3:35])[CH3:34])[CH:31]=[CH:32][C:8]=2[S:7](=[O:37])(=[O:36])[CH2:6]1)[CH2:2][CH2:3][CH3:4].[CH3:42][CH2:43][N:44]([CH2:47][CH3:48])[CH2:45][CH3:46], predict the reaction product. The product is: [I-:26].[CH2:1]([C:5]1([CH2:38][CH2:39][CH2:40][CH3:41])[CH2:11][N:10]([C:12]2[CH:28]=[CH:27][C:15]([O:16][CH2:17][CH2:18][O:19][CH2:20][CH2:21][O:22][CH2:23][CH2:24][O:25][N+:44]([CH2:47][CH3:48])([CH2:45][CH3:46])[CH2:43][CH3:42])=[CH:14][CH:13]=2)[C:9]2[CH:29]=[C:30]([N:33]([CH3:35])[CH3:34])[CH:31]=[CH:32][C:8]=2[S:7](=[O:37])(=[O:36])[CH2:6]1)[CH2:2][CH2:3][CH3:4]. (4) Given the reactants [CH3:1][Si:2]([CH3:19])([CH3:18])[CH2:3][CH2:4][O:5][CH2:6][N:7]1[C:12](=[O:13])[CH2:11][NH:10][C:9]2[N:14]=[CH:15][CH:16]=[CH:17][C:8]1=2.C(N(CC)CC)C.[Cl:27][CH:28]([CH2:32][CH3:33])[C:29](Cl)=[O:30].C(=O)([O-])O.[Na+], predict the reaction product. The product is: [Cl:27][CH:28]([CH2:32][CH3:33])[C:29]([N:10]1[CH2:11][C:12](=[O:13])[N:7]([CH2:6][O:5][CH2:4][CH2:3][Si:2]([CH3:19])([CH3:18])[CH3:1])[C:8]2[CH:17]=[CH:16][CH:15]=[N:14][C:9]1=2)=[O:30]. (5) Given the reactants [OH:1][C:2]1[CH:11]=[C:10]([OH:12])[CH:9]=[CH:8][C:3]=1[C:4]([O:6][CH3:7])=[O:5].[CH3:13][O:14][C:15]1[CH:22]=[CH:21][C:18]([CH2:19]Cl)=[CH:17][CH:16]=1.C([O-])([O-])=O.[K+].[K+], predict the reaction product. The product is: [OH:1][C:2]1[CH:11]=[C:10]([O:12][CH2:19][C:18]2[CH:21]=[CH:22][C:15]([O:14][CH3:13])=[CH:16][CH:17]=2)[CH:9]=[CH:8][C:3]=1[C:4]([O:6][CH3:7])=[O:5]. (6) The product is: [CH2:31]([N:33]([CH3:34])[CH2:35][C:36]([N:38]1[C:46]2[C:41](=[CH:42][C:43]([O:48][CH3:49])=[C:44]([NH:47][C:2]3[N:15]4[C:6](=[N:7][C:8]5[C:13]([C:14]4=[O:16])=[C:12]([F:17])[CH:11]=[CH:10][CH:9]=5)[C:5]4[CH:18]=[CH:19][N:20]([S:21]([C:24]5[CH:25]=[CH:26][C:27]([CH3:30])=[CH:28][CH:29]=5)(=[O:23])=[O:22])[C:4]=4[N:3]=3)[CH:45]=2)[CH2:40][CH2:39]1)=[O:37])[CH3:32]. Given the reactants Cl[C:2]1[N:15]2[C:6](=[N:7][C:8]3[C:13]([C:14]2=[O:16])=[C:12]([F:17])[CH:11]=[CH:10][CH:9]=3)[C:5]2[CH:18]=[CH:19][N:20]([S:21]([C:24]3[CH:29]=[CH:28][C:27]([CH3:30])=[CH:26][CH:25]=3)(=[O:23])=[O:22])[C:4]=2[N:3]=1.[CH2:31]([N:33]([CH2:35][C:36]([N:38]1[C:46]2[C:41](=[CH:42][C:43]([O:48][CH3:49])=[C:44]([NH2:47])[CH:45]=2)[CH2:40][CH2:39]1)=[O:37])[CH3:34])[CH3:32], predict the reaction product. (7) The product is: [F:1][C:2]1[CH:18]=[CH:17][C:5]([O:6][C:7]2[N:12]=[CH:11][C:10]([CH:13]([NH:25][S@@:23]([C:20]([CH3:22])([CH3:21])[CH3:19])=[O:24])[CH3:14])=[CH:9][C:8]=2[CH3:16])=[CH:4][CH:3]=1. Given the reactants [F:1][C:2]1[CH:18]=[CH:17][C:5]([O:6][C:7]2[N:12]=[CH:11][C:10]([C:13](=O)[CH3:14])=[CH:9][C:8]=2[CH3:16])=[CH:4][CH:3]=1.[CH3:19][C:20]([S@:23]([NH2:25])=[O:24])([CH3:22])[CH3:21], predict the reaction product.